This data is from Peptide-MHC class I binding affinity with 185,985 pairs from IEDB/IMGT. The task is: Regression. Given a peptide amino acid sequence and an MHC pseudo amino acid sequence, predict their binding affinity value. This is MHC class I binding data. (1) The peptide sequence is LPQYFTFDL. The MHC is HLA-B15:01 with pseudo-sequence HLA-B15:01. The binding affinity (normalized) is 0.0847. (2) The peptide sequence is GRYFAIQEV. The MHC is HLA-B14:01 with pseudo-sequence HLA-B14:02. The binding affinity (normalized) is 0.348. (3) The peptide sequence is RRRPVTRPL. The MHC is HLA-B15:17 with pseudo-sequence HLA-B15:17. The binding affinity (normalized) is 0.0847. (4) The peptide sequence is SFKAALSSL. The MHC is HLA-A02:01 with pseudo-sequence HLA-A02:01. The binding affinity (normalized) is 0. (5) The peptide sequence is KVGFIMLFH. The MHC is HLA-A68:02 with pseudo-sequence HLA-A68:02. The binding affinity (normalized) is 0.0847.